Dataset: Catalyst prediction with 721,799 reactions and 888 catalyst types from USPTO. Task: Predict which catalyst facilitates the given reaction. (1) Reactant: [Cl:1][CH2:2][CH2:3][N:4]=[C:5]=[O:6].[S:7]1[C:11]2[CH:12]=[C:13]([NH2:16])[CH:14]=[CH:15][C:10]=2[N:9]=[CH:8]1.C(OCC)(=O)C. Product: [S:7]1[C:11]2[CH:12]=[C:13]([NH:16][C:5]([NH:4][CH2:3][CH2:2][Cl:1])=[O:6])[CH:14]=[CH:15][C:10]=2[N:9]=[CH:8]1. The catalyst class is: 345. (2) Reactant: [CH3:1][O:2][C:3]1[CH:4]=[C:5]2[C:10](=[CH:11][CH:12]=1)[N:9]=[CH:8][CH:7]=[C:6]2[CH3:13].[NH2-].[Na+].C1(C)C=CC=CC=1.[CH2:23]([O:25][C:26](=O)[O:27]CC)[CH3:24]. Product: [CH2:23]([O:25][C:26](=[O:27])[CH2:13][C:6]1[C:5]2[C:10](=[CH:11][CH:12]=[C:3]([O:2][CH3:1])[CH:4]=2)[N:9]=[CH:8][CH:7]=1)[CH3:24]. The catalyst class is: 27.